This data is from Full USPTO retrosynthesis dataset with 1.9M reactions from patents (1976-2016). The task is: Predict the reactants needed to synthesize the given product. (1) Given the product [CH:1]([C:4]1[N:9]=[C:8]([C:10]2[NH:12][O:13][C:20](=[O:21])[N:11]=2)[CH:7]=[C:6]([C:14]2[CH:19]=[CH:18][CH:17]=[CH:16][CH:15]=2)[N:5]=1)([CH3:3])[CH3:2], predict the reactants needed to synthesize it. The reactants are: [CH:1]([C:4]1[N:9]=[C:8]([C:10](=[N:12][OH:13])[NH2:11])[CH:7]=[C:6]([C:14]2[CH:19]=[CH:18][CH:17]=[CH:16][CH:15]=2)[N:5]=1)([CH3:3])[CH3:2].[C:20](N1C=CN=C1)(N1C=CN=C1)=[O:21].N12CCCN=C1CCCCC2.Cl. (2) Given the product [CH3:7][N:6]1[C:2]2[N:1]=[C:30]3[CH:24]([CH3:25])[N:23]([CH3:21])[CH2:32][CH2:31][N:15]3[C:13](=[O:14])[C:3]=2[CH:4]=[N:5]1, predict the reactants needed to synthesize it. The reactants are: [NH2:1][C:2]1[N:6]([C:7]2C=CC=CC=2)[N:5]=[CH:4][C:3]=1[C:13]([NH2:15])=[O:14].C(O[C:21]([NH:23][CH:24]([CH3:30])[C:25](OCC)=O)=O)(C)(C)C.[C:31](OC(NCC(OCC)=O)=O)(C)(C)[CH3:32]. (3) Given the product [OH:16][CH2:15][CH2:4][CH2:3][CH2:2][C:1]([O:6][CH3:5])=[O:7], predict the reactants needed to synthesize it. The reactants are: [C:1]1(=[O:7])[O:6][CH2:5][CH2:4][CH2:3][CH2:2]1.C(N(CC)CC)C.[CH3:15][OH:16]. (4) The reactants are: [Cl:1][C:2]1[CH:31]=[CH:30][C:5]([CH2:6][N:7]([C:22]2[CH:27]=[CH:26][CH:25]=[CH:24][C:23]=2[S:28][CH3:29])N=C(C2C=CC=CC=2)C2C=CC=CC=2)=[CH:4][CH:3]=1.CC[O:34][C:35]([CH2:37][CH:38]1[C:43](=O)[CH2:42][CH2:41][CH2:40][CH2:39]1)=[O:36].C1(C)C=CC(S(O)(=O)=O)=CC=1.CCOCC. Given the product [Cl:1][C:2]1[CH:3]=[CH:4][C:5]([CH2:6][N:7]2[C:39]3[CH:38]([CH2:37][C:35]([OH:36])=[O:34])[CH2:43][CH2:42][CH2:41][C:40]=3[C:27]3[C:22]2=[C:23]([S:28][CH3:29])[CH:24]=[CH:25][CH:26]=3)=[CH:30][CH:31]=1, predict the reactants needed to synthesize it. (5) Given the product [CH2:1]([O:8][C:9]1[CH:16]=[C:15]([N+:17]([O-:19])=[O:18])[CH:14]=[CH:13][C:10]=1[CH:11]=[N:25][C:24]1[CH:26]=[CH:27][C:21]([F:20])=[CH:22][CH:23]=1)[C:2]1[CH:7]=[CH:6][CH:5]=[CH:4][CH:3]=1, predict the reactants needed to synthesize it. The reactants are: [CH2:1]([O:8][C:9]1[CH:16]=[C:15]([N+:17]([O-:19])=[O:18])[CH:14]=[CH:13][C:10]=1[CH:11]=O)[C:2]1[CH:7]=[CH:6][CH:5]=[CH:4][CH:3]=1.[F:20][C:21]1[CH:27]=[CH:26][C:24]([NH2:25])=[CH:23][CH:22]=1.C(OC1C=C(COCC2C=CC=CC=2)C=CC=1C=NC1C=CC(F)=CC=1)C1C=CC=CC=1. (6) Given the product [CH3:11][N:12]([C:13]1[CH:18]=[CH:17][CH:16]=[CH:15][CH:14]=1)[C:2]1[CH:7]=[C:6]([CH:5]=[CH:4][N:3]=1)[C:8]([OH:10])=[O:9], predict the reactants needed to synthesize it. The reactants are: Cl[C:2]1[CH:7]=[C:6]([C:8]([OH:10])=[O:9])[CH:5]=[CH:4][N:3]=1.[CH3:11][NH:12][C:13]1[CH:18]=[CH:17][CH:16]=[CH:15][CH:14]=1. (7) Given the product [ClH:1].[CH:15]1([C:13](=[O:14])[CH:12]([N:9]2[CH2:10][CH2:11][CH:6]([SH:5])/[C:7](=[CH:25]/[C:26]3[N:30]([CH2:31][C:32]([O:34][CH3:35])=[O:33])[N:29]=[CH:28][N:27]=3)/[CH2:8]2)[C:18]2[CH:23]=[CH:22][CH:21]=[CH:20][C:19]=2[F:24])[CH2:17][CH2:16]1, predict the reactants needed to synthesize it. The reactants are: [ClH:1].C([S:5][CH:6]1[CH2:11][CH2:10][N:9]([CH:12]([C:18]2[CH:23]=[CH:22][CH:21]=[CH:20][C:19]=2[F:24])[C:13]([CH:15]2[CH2:17][CH2:16]2)=[O:14])[CH2:8]/[C:7]/1=[CH:25]\[C:26]1[N:30]([CH2:31][C:32]([O:34][CH3:35])=[O:33])[N:29]=[CH:28][N:27]=1)(=O)C.C(=O)([O-])[O-].[K+].[K+]. (8) Given the product [OH:7][N:6]1[C:8](=[O:9])[C@H:16]2[C@H:11]([CH2:12][CH2:13][CH2:14][CH2:15]2)[C:10]1=[O:17], predict the reactants needed to synthesize it. The reactants are: S(O)(O)(=O)=O.[NH2:6][OH:7].[C:8]1(=O)[C@@H:16]2[C@@H:11]([CH2:12][CH2:13][CH2:14][CH2:15]2)[C:10](=[O:17])[O:9]1.[OH-].[Na+]. (9) The reactants are: C([O:8][C:9]1[CH:10]=[CH:11][C:12]([C@@H:20]([OH:66])[CH2:21][NH:22][CH2:23][CH2:24][C:25]2[CH:30]=[CH:29][C:28]([NH:31][C:32]([C:34]3[CH:35]=[C:36]([S:40]([C:43]4[CH:44]=[C:45]5[C:50](=[C:51]([CH3:53])[CH:52]=4)[N:49]=[CH:48][C:47]([C:54]([NH2:56])=[O:55])=[C:46]5[NH:57][C:58]4[CH:63]=[CH:62][CH:61]=[C:60]([O:64][CH3:65])[CH:59]=4)(=[O:42])=[O:41])[CH:37]=[CH:38][CH:39]=3)=[O:33])=[CH:27][CH:26]=2)=[C:13]2[C:18]=1[NH:17][C:16](=[O:19])[CH:15]=[CH:14]2)C1C=CC=CC=1. Given the product [OH:66][C@H:20]([C:12]1[CH:11]=[CH:10][C:9]([OH:8])=[C:18]2[C:13]=1[CH:14]=[CH:15][C:16](=[O:19])[NH:17]2)[CH2:21][NH:22][CH2:23][CH2:24][C:25]1[CH:26]=[CH:27][C:28]([NH:31][C:32]([C:34]2[CH:35]=[C:36]([S:40]([C:43]3[CH:44]=[C:45]4[C:50](=[C:51]([CH3:53])[CH:52]=3)[N:49]=[CH:48][C:47]([C:54]([NH2:56])=[O:55])=[C:46]4[NH:57][C:58]3[CH:63]=[CH:62][CH:61]=[C:60]([O:64][CH3:65])[CH:59]=3)(=[O:41])=[O:42])[CH:37]=[CH:38][CH:39]=2)=[O:33])=[CH:29][CH:30]=1, predict the reactants needed to synthesize it.